This data is from Full USPTO retrosynthesis dataset with 1.9M reactions from patents (1976-2016). The task is: Predict the reactants needed to synthesize the given product. (1) Given the product [CH3:1][O:2][C:3]1[CH:10]=[CH:9][C:6]([CH2:7][N:8]2[C:15](=[O:16])[CH2:14][CH:12]([C:11]([OH:19])=[O:18])[CH2:13]2)=[CH:5][CH:4]=1, predict the reactants needed to synthesize it. The reactants are: [CH3:1][O:2][C:3]1[CH:10]=[CH:9][C:6]([CH2:7][NH2:8])=[CH:5][CH:4]=1.[C:11]([OH:19])(=[O:18])[C:12]([CH2:14][C:15](O)=[O:16])=[CH2:13].Cl. (2) Given the product [CH3:21][C:16]1([CH3:22])[C:17]([CH3:20])([CH3:19])[O:18][B:14]([C:11]2[CH:12]=[CH:13][C:8]([N:7]3[CH2:2][CH2:3][CH2:4][C:5]3=[O:6])=[CH:9][CH:10]=2)[O:15]1, predict the reactants needed to synthesize it. The reactants are: Br[CH2:2][CH2:3][CH2:4][C:5]([NH:7][C:8]1[CH:13]=[CH:12][C:11]([B:14]2[O:18][C:17]([CH3:20])([CH3:19])[C:16]([CH3:22])([CH3:21])[O:15]2)=[CH:10][CH:9]=1)=[O:6].[H-].[Na+]. (3) Given the product [CH3:1][O:2][C@:3]1([CH3:42])[CH2:4][N:5]([C:17]2[N:18]=[C:19]([N:23]3[C:31]4[CH:30]=[C:29]([C:32]5[CH:33]=[N:34][N:35]([CH2:37][C:38]([F:40])([F:39])[F:41])[CH:36]=5)[N:28]=[CH:27][C:26]=4[CH:25]=[N:24]3)[CH:20]=[CH:21][CH:22]=2)[CH2:6][CH2:7][NH:8][CH2:9]1, predict the reactants needed to synthesize it. The reactants are: [CH3:1][O:2][C@@:3]1([CH3:42])[CH2:9][N:8](C(OC(C)(C)C)=O)[CH2:7][CH2:6][N:5]([C:17]2[CH:22]=[CH:21][CH:20]=[C:19]([N:23]3[C:31]4[CH:30]=[C:29]([C:32]5[CH:33]=[N:34][N:35]([CH2:37][C:38]([F:41])([F:40])[F:39])[CH:36]=5)[N:28]=[CH:27][C:26]=4[CH:25]=[N:24]3)[N:18]=2)[CH2:4]1.Cl. (4) Given the product [S:17]([CH2:20][CH2:21][S:1][C:2]1[N:10]=[CH:9][CH:8]=[CH:7][C:3]=1[C:4]([OH:6])=[O:5])([C:14]1[CH:15]=[CH:16][C:11]([CH3:23])=[CH:12][CH:13]=1)(=[O:19])=[O:18], predict the reactants needed to synthesize it. The reactants are: [SH:1][C:2]1[N:10]=[CH:9][CH:8]=[CH:7][C:3]=1[C:4]([OH:6])=[O:5].[C:11]1([CH3:23])[CH:16]=[CH:15][C:14]([S:17]([CH2:20][CH2:21]O)(=[O:19])=[O:18])=[CH:13][CH:12]=1.OS(O)(=O)=O. (5) Given the product [F:1][C:2]1[CH:10]=[C:9]2[C:5]([CH:6]=[C:7]([C:21]3[CH:25]=[CH:24][S:23][CH:22]=3)[N:8]2[CH2:11][C:12]2[N:17]=[C:16]([C:18]#[N:20])[CH:15]=[CH:14][CH:13]=2)=[CH:4][C:3]=1[O:26][CH3:27], predict the reactants needed to synthesize it. The reactants are: [F:1][C:2]1[CH:10]=[C:9]2[C:5]([CH:6]=[C:7]([C:21]3[CH:25]=[CH:24][S:23][CH:22]=3)[N:8]2[CH2:11][C:12]2[N:17]=[C:16]([C:18]([NH2:20])=O)[CH:15]=[CH:14][CH:13]=2)=[CH:4][C:3]=1[O:26][CH3:27].P(Cl)(Cl)(Cl)=O.